The task is: Regression. Given two drug SMILES strings and cell line genomic features, predict the synergy score measuring deviation from expected non-interaction effect.. This data is from NCI-60 drug combinations with 297,098 pairs across 59 cell lines. (1) Drug 1: CC12CCC3C(C1CCC2NC(=O)OCC(F)(F)F)CCC4C3(C=CC(=O)N4C)C. Drug 2: CC1(CCCN1)C2=NC3=C(C=CC=C3N2)C(=O)N. Cell line: NCI-H460. Synergy scores: CSS=4.98, Synergy_ZIP=-2.67, Synergy_Bliss=-4.06, Synergy_Loewe=-0.817, Synergy_HSA=-1.80. (2) Drug 1: CC1=C2C(C(=O)C3(C(CC4C(C3C(C(C2(C)C)(CC1OC(=O)C(C(C5=CC=CC=C5)NC(=O)C6=CC=CC=C6)O)O)OC(=O)C7=CC=CC=C7)(CO4)OC(=O)C)O)C)OC(=O)C. Drug 2: C1=CC=C(C=C1)NC(=O)CCCCCCC(=O)NO. Cell line: SNB-19. Synergy scores: CSS=19.5, Synergy_ZIP=-8.79, Synergy_Bliss=-6.16, Synergy_Loewe=-6.14, Synergy_HSA=-5.72. (3) Drug 1: CC1CCC2CC(C(=CC=CC=CC(CC(C(=O)C(C(C(=CC(C(=O)CC(OC(=O)C3CCCCN3C(=O)C(=O)C1(O2)O)C(C)CC4CCC(C(C4)OC)OCCO)C)C)O)OC)C)C)C)OC. Drug 2: C(CCl)NC(=O)N(CCCl)N=O. Cell line: HS 578T. Synergy scores: CSS=29.9, Synergy_ZIP=-9.87, Synergy_Bliss=-6.09, Synergy_Loewe=-1.15, Synergy_HSA=0.347.